Dataset: Catalyst prediction with 721,799 reactions and 888 catalyst types from USPTO. Task: Predict which catalyst facilitates the given reaction. (1) Product: [NH2:15][C:13](=[O:14])[CH2:12][NH:11][CH2:10][CH2:9][CH2:8][C:3]1[CH:4]=[CH:5][CH:6]=[CH:7][C:2]=1[O:1][C:24]1[C:23]([Cl:22])=[CH:28][C:27]([S:29]([N:32]([C:40]2[N:41]=[CH:42][S:43][CH:44]=2)[C:33](=[O:39])[O:34][C:35]([CH3:38])([CH3:37])[CH3:36])(=[O:31])=[O:30])=[C:26]([F:45])[CH:25]=1. Reactant: [OH:1][C:2]1[CH:7]=[CH:6][CH:5]=[CH:4][C:3]=1[CH2:8][CH2:9][CH2:10][NH:11][CH2:12][C:13]([NH2:15])=[O:14].C([O-])([O-])=O.[K+].[K+].[Cl:22][C:23]1[C:24](F)=[CH:25][C:26]([F:45])=[C:27]([S:29]([N:32]([C:40]2[N:41]=[CH:42][S:43][CH:44]=2)[C:33](=[O:39])[O:34][C:35]([CH3:38])([CH3:37])[CH3:36])(=[O:31])=[O:30])[CH:28]=1.O. The catalyst class is: 3. (2) The catalyst class is: 269. Reactant: CC([N:5]([CH:9]1[CH2:14][CH2:13][N:12]([C@H:15]2[CH2:20][CH2:19][C@H:18]([O:21][CH2:22][CH3:23])[CH2:17][CH2:16]2)[CH2:11][CH2:10]1)C(=O)[O-])(C)C.[ClH:24]. Product: [ClH:24].[ClH:24].[CH2:22]([O:21][C@H:18]1[CH2:17][CH2:16][C@H:15]([N:12]2[CH2:11][CH2:10][CH:9]([NH2:5])[CH2:14][CH2:13]2)[CH2:20][CH2:19]1)[CH3:23].